From a dataset of Catalyst prediction with 721,799 reactions and 888 catalyst types from USPTO. Predict which catalyst facilitates the given reaction. (1) Reactant: [OH-].[Na+].[F:3][C:4]1[CH:9]=[CH:8][C:7]([C:10]2[C:11]([C:19]([O:21]C)=[O:20])=[C:12]3[CH2:17][CH2:16][CH:15]([CH3:18])[N:13]3[N:14]=2)=[CH:6][CH:5]=1. Product: [F:3][C:4]1[CH:5]=[CH:6][C:7]([C:10]2[C:11]([C:19]([OH:21])=[O:20])=[C:12]3[CH2:17][CH2:16][CH:15]([CH3:18])[N:13]3[N:14]=2)=[CH:8][CH:9]=1. The catalyst class is: 5. (2) Reactant: [CH2:1]([C:8]1([C:23]([O:25]CC)=[O:24])[CH2:12][CH2:11][CH2:10][N:9]1[C:13]([O:15][CH2:16][C:17]1[CH:22]=[CH:21][CH:20]=[CH:19][CH:18]=1)=[O:14])[C:2]1[CH:7]=[CH:6][CH:5]=[CH:4][CH:3]=1.[OH-].[K+]. Product: [CH2:1]([C:8]1([C:23]([OH:25])=[O:24])[CH2:12][CH2:11][CH2:10][N:9]1[C:13]([O:15][CH2:16][C:17]1[CH:22]=[CH:21][CH:20]=[CH:19][CH:18]=1)=[O:14])[C:2]1[CH:3]=[CH:4][CH:5]=[CH:6][CH:7]=1. The catalyst class is: 5. (3) Reactant: [NH2:1][C@H:2]([C:6]([OH:8])=[O:7])[CH2:3][CH2:4][OH:5].Cl[C:10]([O:12][CH2:13][C:14]1[CH:19]=[CH:18][CH:17]=[CH:16][CH:15]=1)=[O:11]. Product: [CH2:13]([O:12][C:10]([NH:1][C@@H:2]([CH2:3][CH2:4][OH:5])[C:6]([OH:8])=[O:7])=[O:11])[C:14]1[CH:19]=[CH:18][CH:17]=[CH:16][CH:15]=1. The catalyst class is: 12.